From a dataset of Catalyst prediction with 721,799 reactions and 888 catalyst types from USPTO. Predict which catalyst facilitates the given reaction. (1) Reactant: Br[C:2]1[CH:3]=[C:4]2[C:8](=[CH:9][C:10]=1[O:11][CH3:12])[C:7](=[O:13])[CH:6]([CH2:14][C:15]1[CH:20]=[CH:19][C:18]([S:21][C:22]([F:25])([F:24])[F:23])=[CH:17][CH:16]=1)[CH2:5]2.[CH3:26][N:27]1[CH2:32][CH2:31][CH:30]([NH2:33])[CH2:29][CH2:28]1.C(=O)([O-])[O-].[Cs+].[Cs+].C1C=CC(P(C2C(C3C(P(C4C=CC=CC=4)C4C=CC=CC=4)=CC=C4C=3C=CC=C4)=C3C(C=CC=C3)=CC=2)C2C=CC=CC=2)=CC=1. Product: [CH3:12][O:11][C:10]1[CH:9]=[C:8]2[C:4]([CH2:5][CH:6]([CH2:14][C:15]3[CH:20]=[CH:19][C:18]([S:21][C:22]([F:25])([F:24])[F:23])=[CH:17][CH:16]=3)[C:7]2=[O:13])=[CH:3][C:2]=1[NH:33][CH:30]1[CH2:31][CH2:32][N:27]([CH3:26])[CH2:28][CH2:29]1. The catalyst class is: 101. (2) Product: [NH2:18][CH2:17][C:16]1[CH:29]=[CH:30][CH:31]=[CH:32][C:15]=1[CH2:14][O:13][C:9]1[CH:10]=[C:11]([CH3:12])[N:6]([CH2:5][C:4]2[CH:35]=[CH:36][CH:37]=[CH:38][C:3]=2[S:2][CH3:1])[C:7](=[O:34])[C:8]=1[Cl:33]. Reactant: [CH3:1][S:2][C:3]1[CH:38]=[CH:37][CH:36]=[CH:35][C:4]=1[CH2:5][N:6]1[C:11]([CH3:12])=[CH:10][C:9]([O:13][CH2:14][C:15]2[CH:32]=[CH:31][CH:30]=[CH:29][C:16]=2[CH2:17][N:18]2C(=O)C3C(=CC=CC=3)C2=O)=[C:8]([Cl:33])[C:7]1=[O:34].O.NN. The catalyst class is: 5. (3) Reactant: [OH:1][C:2]1[CH:3]=[C:4]([C:8]2[N:17]=[C:16]([NH:18][C:19]3[CH:20]=[C:21]4[C:25](=[CH:26][CH:27]=3)[N:24]([C:28]([O:30][C:31]([CH3:34])([CH3:33])[CH3:32])=[O:29])[N:23]=[CH:22]4)[C:15]3[C:10](=[CH:11][CH:12]=[CH:13][CH:14]=3)[N:9]=2)[CH:5]=[CH:6][CH:7]=1.Br[CH2:36][C:37]([O:39][C:40]([CH3:43])([CH3:42])[CH3:41])=[O:38].C([O-])([O-])=O.[K+].[K+]. Product: [C:40]([O:39][C:37](=[O:38])[CH2:36][O:1][C:2]1[CH:3]=[C:4]([C:8]2[N:17]=[C:16]([NH:18][C:19]3[CH:20]=[C:21]4[C:25](=[CH:26][CH:27]=3)[N:24]([C:28]([O:30][C:31]([CH3:34])([CH3:33])[CH3:32])=[O:29])[N:23]=[CH:22]4)[C:15]3[C:10](=[CH:11][CH:12]=[CH:13][CH:14]=3)[N:9]=2)[CH:5]=[CH:6][CH:7]=1)([CH3:43])([CH3:42])[CH3:41]. The catalyst class is: 3. (4) Reactant: Cl.[NH2:2]O.C(=O)([O-])[O-].[Na+].[Na+].C[O:11][C:12](=O)[C:13](=[CH:18][C:19]1[CH:24]=[CH:23][C:22]([O:25][C:26]2[CH:31]=[CH:30][C:29]([NH:32][C:33](=[O:42])[C:34]3[CH:39]=[CH:38][C:37]([Cl:40])=[C:36]([Cl:41])[CH:35]=3)=[CH:28][N:27]=2)=[CH:21][CH:20]=1)[C:14]([O:16]C)=[O:15].CO. Product: [Cl:41][C:36]1[CH:35]=[C:34]([CH:39]=[CH:38][C:37]=1[Cl:40])[C:33]([NH:32][C:29]1[CH:28]=[N:27][C:26]([O:25][C:22]2[CH:21]=[CH:20][C:19]([CH:18]=[C:13]3[C:14](=[O:15])[O:16][NH:2][C:12]3=[O:11])=[CH:24][CH:23]=2)=[CH:31][CH:30]=1)=[O:42]. The catalyst class is: 90.